Dataset: Reaction yield outcomes from USPTO patents with 853,638 reactions. Task: Predict the reaction yield, written as a fraction of the theoretical maximum amount of product (1.0 means a 100% yield; for example, 0.34 means a 34% yield). The reactants are [Cl:1][C:2]1[CH:7]=[CH:6][CH:5]=[CH:4][C:3]=1[C:8]1[N:9]([C:24]2[CH:29]=[CH:28][C:27]([Cl:30])=[CH:26][CH:25]=2)[C:10]2[C:15]([N:16]=1)=[C:14]([NH:17][C@@H:18]1[CH2:23][CH2:22][CH2:21][NH:20][CH2:19]1)[N:13]=[CH:12][N:11]=2.[C:31](OC(=O)C)(=[O:33])[CH3:32]. The catalyst is N1C=CC=CC=1. The product is [Cl:1][C:2]1[CH:7]=[CH:6][CH:5]=[CH:4][C:3]=1[C:8]1[N:9]([C:24]2[CH:25]=[CH:26][C:27]([Cl:30])=[CH:28][CH:29]=2)[C:10]2[C:15]([N:16]=1)=[C:14]([NH:17][C@@H:18]1[CH2:23][CH2:22][CH2:21][N:20]([C:31](=[O:33])[CH3:32])[CH2:19]1)[N:13]=[CH:12][N:11]=2. The yield is 0.870.